This data is from Forward reaction prediction with 1.9M reactions from USPTO patents (1976-2016). The task is: Predict the product of the given reaction. (1) Given the reactants [Cl:1][C:2]1[N:3]=[N:4][C:5]([CH3:27])=[C:6]([C:17]2[CH:22]=[C:21]([O:23][CH3:24])[CH:20]=[C:19]([O:25][CH3:26])[CH:18]=2)[C:7]=1[C:8]1[C:13]([F:14])=[CH:12][C:11]([F:15])=[CH:10][C:9]=1[F:16].[Cl:28]N1C(=O)CCC1=O.CC(C)C#N, predict the reaction product. The product is: [Cl:1][C:2]1[N:3]=[N:4][C:5]([CH3:27])=[C:6]([C:17]2[CH:22]=[C:21]([O:23][CH3:24])[CH:20]=[C:19]([O:25][CH3:26])[C:18]=2[Cl:28])[C:7]=1[C:8]1[C:13]([F:14])=[CH:12][C:11]([F:15])=[CH:10][C:9]=1[F:16]. (2) The product is: [CH2:48]([CH:43]([CH2:44][CH2:45][CH2:46][CH3:47])[CH2:42][N:22]([CH2:21][CH:20]([CH2:18][CH3:19])[CH2:50][CH2:51][CH2:52][CH3:53])[C:23]1[C:28]([O:29][CH2:30][CH3:31])=[CH:27][C:26](/[N:11]=[N:1]/[C:2]2[CH:9]=[CH:8][C:5]([C:6]#[N:7])=[CH:4][C:3]=2[Br:10])=[C:25]([NH:32][C:33](=[O:41])[CH:34]([CH2:39][CH3:40])[CH2:35][CH2:36][CH2:37][CH3:38])[CH:24]=1)[CH3:49]. Given the reactants [NH2:1][C:2]1[CH:9]=[CH:8][C:5]([C:6]#[N:7])=[CH:4][C:3]=1[Br:10].[N:11](OS(=O)(=O)O)=O.[CH2:18]([CH:20]([CH2:50][CH2:51][CH2:52][CH3:53])[CH2:21][N:22]([CH2:42][CH:43]([CH2:48][CH3:49])[CH2:44][CH2:45][CH2:46][CH3:47])[C:23]1[CH:24]=[C:25]([NH:32][C:33](=[O:41])[CH:34]([CH2:39][CH3:40])[CH2:35][CH2:36][CH2:37][CH3:38])[CH:26]=[CH:27][C:28]=1[O:29][CH2:30][CH3:31])[CH3:19].[OH-].[Na+], predict the reaction product. (3) Given the reactants [Cl:1][C:2]1[CH:3]=[C:4]([C:12]2[O:16][N:15]=[C:14]([C:17]3[CH:27]=[CH:26][C:20]4[CH2:21][NH:22][CH2:23][CH2:24][O:25][C:19]=4[CH:18]=3)[N:13]=2)[CH:5]=[CH:6][C:7]=1[O:8][CH:9]([CH3:11])[CH3:10].Br[CH2:29][CH2:30][C:31]([O:33][CH2:34][CH3:35])=[O:32].CCN(C(C)C)C(C)C, predict the reaction product. The product is: [Cl:1][C:2]1[CH:3]=[C:4]([C:12]2[O:16][N:15]=[C:14]([C:17]3[CH:27]=[CH:26][C:20]4[CH2:21][N:22]([CH2:29][CH2:30][C:31]([O:33][CH2:34][CH3:35])=[O:32])[CH2:23][CH2:24][O:25][C:19]=4[CH:18]=3)[N:13]=2)[CH:5]=[CH:6][C:7]=1[O:8][CH:9]([CH3:11])[CH3:10]. (4) Given the reactants [CH2:1]([O:3][C:4]([C:6]1([C:9]2[CH:14]=[CH:13][C:12]([C:15]3[CH:20]=[CH:19][C:18]([C:21]4[O:25][N:24]=[C:23]([CH3:26])[C:22]=4[CH2:27]Br)=[CH:17][CH:16]=3)=[CH:11][CH:10]=2)[CH2:8][CH2:7]1)=[O:5])[CH3:2].[CH2:29]([SH:36])[C:30]1[CH:35]=[CH:34][CH:33]=[CH:32][CH:31]=1, predict the reaction product. The product is: [CH2:1]([O:3][C:4]([C:6]1([C:9]2[CH:14]=[CH:13][C:12]([C:15]3[CH:20]=[CH:19][C:18]([C:21]4[O:25][N:24]=[C:23]([CH3:26])[C:22]=4[CH2:27][S:36][CH2:29][C:30]4[CH:35]=[CH:34][CH:33]=[CH:32][CH:31]=4)=[CH:17][CH:16]=3)=[CH:11][CH:10]=2)[CH2:8][CH2:7]1)=[O:5])[CH3:2]. (5) Given the reactants [Cl:1][C:2]1[C:11](/[CH:12]=C/C2C=CC=CC=2)=[N:10][C:9]2[NH:8][C:7](=[O:20])[CH2:6][O:5][C:4]=2[CH:3]=1.CSC.CN(C=[O:28])C, predict the reaction product. The product is: [Cl:1][C:2]1[C:11]([CH:12]=[O:28])=[N:10][C:9]2[NH:8][C:7](=[O:20])[CH2:6][O:5][C:4]=2[CH:3]=1.